Dataset: Forward reaction prediction with 1.9M reactions from USPTO patents (1976-2016). Task: Predict the product of the given reaction. (1) Given the reactants [CH:1]1([C:13]([OH:15])=[O:14])[CH2:6][CH2:5][CH:4]([C:7]([OH:9])=[O:8])[CH2:3][CH:2]1[C:10]([OH:12])=O, predict the reaction product. The product is: [CH:1]12[C:13](=[O:14])[O:15][C:10](=[O:12])[CH:2]1[CH2:3][CH:4]([C:7]([OH:9])=[O:8])[CH2:5][CH2:6]2. (2) Given the reactants [N+:1]([C:4]1[CH:9]=[CH:8][C:7]([O:10][C:11]([C:13]2[CH:18]=[CH:17][C:16]([C:19]3[CH:24]=[CH:23][C:22]([C:25]([O:27][C:28]4[CH:33]=[CH:32][C:31]([N+:34]([O-])=O)=[CH:30][CH:29]=4)=[O:26])=[CH:21][CH:20]=3)=[CH:15][CH:14]=2)=[O:12])=[CH:6][CH:5]=1)([O-])=O.[H][H], predict the reaction product. The product is: [NH2:34][C:31]1[CH:30]=[CH:29][C:28]([O:27][C:25]([C:22]2[CH:21]=[CH:20][C:19]([C:16]3[CH:17]=[CH:18][C:13]([C:11]([O:10][C:7]4[CH:6]=[CH:5][C:4]([NH2:1])=[CH:9][CH:8]=4)=[O:12])=[CH:14][CH:15]=3)=[CH:24][CH:23]=2)=[O:26])=[CH:33][CH:32]=1. (3) The product is: [CH3:19][O:20][C:21]1[CH:28]=[CH:27][C:24]([CH2:25][N:8]2[C:9]3[C:5](=[C:4]([N+:1]([O-:3])=[O:2])[CH:12]=[CH:11][CH:10]=3)[CH:6]=[N:7]2)=[CH:23][CH:22]=1. Given the reactants [N+:1]([C:4]1[CH:12]=[CH:11][CH:10]=[C:9]2[C:5]=1[CH:6]=[N:7][NH:8]2)([O-:3])=[O:2].C(=O)([O-])[O-].[K+].[K+].[CH3:19][O:20][C:21]1[CH:28]=[CH:27][C:24]([CH2:25]Cl)=[CH:23][CH:22]=1, predict the reaction product. (4) The product is: [OH:19][CH:14]1[CH2:15][CH2:16][CH2:17][CH2:18][N:12]([C:28]([O:30][C:31]([CH3:32])([CH3:33])[CH3:34])=[O:29])[CH2:13]1. Given the reactants C([O-])=O.[NH4+].C([N:12]1[CH2:18][CH2:17][CH2:16][CH2:15][CH:14]([OH:19])[CH2:13]1)C1C=CC=CC=1.[C:28](O[C:28]([O:30][C:31]([CH3:34])([CH3:33])[CH3:32])=[O:29])([O:30][C:31]([CH3:34])([CH3:33])[CH3:32])=[O:29].O, predict the reaction product. (5) Given the reactants [C:1]([C:4]1[N-:8][N:7]=[N:6][N:5]=1)(O)=[O:2].[K+].[CH3:10][NH:11][CH2:12][CH2:13][CH:14]1[CH2:19][CH2:18][N:17]([C:20]([O:22][CH2:23][C:24]2[CH:29]=[C:28]([Cl:30])[CH:27]=[C:26]([Cl:31])[CH:25]=2)=[O:21])[CH2:16][CH2:15]1, predict the reaction product. The product is: [CH3:10][N:11]([CH2:12][CH2:13][CH:14]1[CH2:15][CH2:16][N:17]([C:20]([O:22][CH2:23][C:24]2[CH:25]=[C:26]([Cl:31])[CH:27]=[C:28]([Cl:30])[CH:29]=2)=[O:21])[CH2:18][CH2:19]1)[C:1]([C:4]1[N:8]=[N:7][NH:6][N:5]=1)=[O:2]. (6) Given the reactants [CH3:1][C:2]1([CH3:17])[O:6][C@@H:5]([C@@H:7]2[CH2:9][N:8]2[C:10]([O:12][C:13]([CH3:16])([CH3:15])[CH3:14])=[O:11])[CH2:4][O:3]1.[F:18][C:19]1[CH:20]=[C:21]([Mg]Br)[CH:22]=[C:23]([F:25])[CH:24]=1, predict the reaction product. The product is: [F:18][C:19]1[CH:20]=[C:21]([CH2:9][C@H:7]([NH:8][C:10](=[O:11])[O:12][C:13]([CH3:14])([CH3:15])[CH3:16])[C@H:5]2[CH2:4][O:3][C:2]([CH3:1])([CH3:17])[O:6]2)[CH:22]=[C:23]([F:25])[CH:24]=1. (7) Given the reactants CCN(C(C)C)C(C)C.[C:10]([C:12]1[C:13]([N:25]2[CH2:30][CH2:29][CH:28]([C:31]([OH:33])=O)[CH2:27][CH2:26]2)=[N:14][C:15]([O:23][CH3:24])=[C:16]([C:18]([O:20][CH2:21][CH3:22])=[O:19])[CH:17]=1)#[N:11].[C:34]1([S:40]([NH2:43])(=[O:42])=[O:41])[CH:39]=[CH:38][CH:37]=[CH:36][CH:35]=1.C1CN([P+](Br)(N2CCCC2)N2CCCC2)CC1.F[P-](F)(F)(F)(F)F, predict the reaction product. The product is: [C:10]([C:12]1[C:13]([N:25]2[CH2:26][CH2:27][CH:28]([C:31](=[O:33])[NH:43][S:40]([C:34]3[CH:39]=[CH:38][CH:37]=[CH:36][CH:35]=3)(=[O:42])=[O:41])[CH2:29][CH2:30]2)=[N:14][C:15]([O:23][CH3:24])=[C:16]([CH:17]=1)[C:18]([O:20][CH2:21][CH3:22])=[O:19])#[N:11]. (8) Given the reactants [OH:1][C:2]1[CH:3]=[C:4]([C:8]2[C:17]3[C:12](=[C:13]([C:18]([F:21])([F:20])[F:19])[CH:14]=[CH:15][CH:16]=3)[N:11]=[CH:10][C:9]=2[C:22]([C:24]2[CH:29]=[CH:28][CH:27]=[CH:26][CH:25]=2)=[O:23])[CH:5]=[CH:6][CH:7]=1.[C:30]([C:33]1[CH:34]=[C:35](B(O)O)[CH:36]=[CH:37][CH:38]=1)([OH:32])=[O:31].C(N(CC)CC)C, predict the reaction product. The product is: [C:22]([C:9]1[CH:10]=[N:11][C:12]2[C:17]([C:8]=1[C:4]1[CH:3]=[C:2]([CH:7]=[CH:6][CH:5]=1)[O:1][C:37]1[CH:38]=[C:33]([CH:34]=[CH:35][CH:36]=1)[C:30]([OH:32])=[O:31])=[CH:16][CH:15]=[CH:14][C:13]=2[C:18]([F:21])([F:19])[F:20])(=[O:23])[C:24]1[CH:25]=[CH:26][CH:27]=[CH:28][CH:29]=1.